This data is from Forward reaction prediction with 1.9M reactions from USPTO patents (1976-2016). The task is: Predict the product of the given reaction. (1) Given the reactants [Br:1][C:2]1[C:11]2[C:6](=[C:7]([F:14])[CH:8]=[C:9]([O:12][CH3:13])[CH:10]=2)[N:5]=[CH:4][C:3]=1N.[B-](F)(F)(F)[F:17].N#[O+], predict the reaction product. The product is: [Br:1][C:2]1[C:11]2[C:6](=[C:7]([F:14])[CH:8]=[C:9]([O:12][CH3:13])[CH:10]=2)[N:5]=[CH:4][C:3]=1[F:17]. (2) Given the reactants [Cl:1][C:2]1[C:3]([C:14]([O:16]CC)=O)=[N:4][O:5][C:6]=1[C:7]1[CH:12]=[CH:11][C:10]([Cl:13])=[CH:9][CH:8]=1.[NH2:19][CH:20]1[CH2:25][CH2:24][O:23][CH2:22][CH2:21]1, predict the reaction product. The product is: [Cl:1][C:2]1[C:3]([C:14]([NH:19][CH:20]2[CH2:25][CH2:24][O:23][CH2:22][CH2:21]2)=[O:16])=[N:4][O:5][C:6]=1[C:7]1[CH:8]=[CH:9][C:10]([Cl:13])=[CH:11][CH:12]=1. (3) Given the reactants [Cl:1][C:2]1[C:7]([C:8]2[NH:9][CH:10]=[C:11]([C:13]3[N:14]([CH:19]([CH3:21])[CH3:20])[N:15]=[C:16]([CH3:18])[N:17]=3)[N:12]=2)=[CH:6][N:5]=[C:4]([O:22][CH3:23])[CH:3]=1.C1(=O)O[CH2:27][CH2:26][O:25]1, predict the reaction product. The product is: [Cl:1][C:2]1[CH:3]=[C:4]([O:22][CH3:23])[N:5]=[CH:6][C:7]=1[C:8]1[N:9]([CH2:27][CH2:26][OH:25])[CH:10]=[C:11]([C:13]2[N:14]([CH:19]([CH3:21])[CH3:20])[N:15]=[C:16]([CH3:18])[N:17]=2)[N:12]=1. (4) Given the reactants Cl[C:2]1C=C(Cl)C=C[C:3]=1C1N=C(CC)C(N[C@@H]2C3C(=CC=CC=3)C[C@@H]2OCC)=NC=1CC.[CH2:32]([C:34]1[C:35]([NH:51][C@@H:52]2[CH2:56][O:55][CH2:54][C@H:53]2[OH:57])=[N:36][C:37]([CH2:49][CH3:50])=[C:38]([C:40]2[CH:45]=[CH:44][C:43]([O:46][CH3:47])=[CH:42][C:41]=2[CH3:48])[N:39]=1)[CH3:33], predict the reaction product. The product is: [CH2:2]([O:57][C@@H:53]1[CH2:54][O:55][CH2:56][C@H:52]1[NH:51][C:35]1[C:34]([CH2:32][CH3:33])=[N:39][C:38]([C:40]2[CH:45]=[CH:44][C:43]([O:46][CH3:47])=[CH:42][C:41]=2[CH3:48])=[C:37]([CH2:49][CH3:50])[N:36]=1)[CH3:3]. (5) Given the reactants [C:1]([NH:5][C:6]([C:8]1[CH:13]=[CH:12][C:11]([O:14][C:15]2[CH:20]=[CH:19][C:18]([N+:21]([O-])=O)=[CH:17][C:16]=2[Cl:24])=[CH:10][N:9]=1)=[O:7])([CH3:4])([CH3:3])[CH3:2].[Cl-].[Ca+2].[Cl-], predict the reaction product. The product is: [NH2:21][C:18]1[CH:19]=[CH:20][C:15]([O:14][C:11]2[CH:12]=[CH:13][C:8]([C:6]([NH:5][C:1]([CH3:3])([CH3:4])[CH3:2])=[O:7])=[N:9][CH:10]=2)=[C:16]([Cl:24])[CH:17]=1.